This data is from Experimentally validated miRNA-target interactions with 360,000+ pairs, plus equal number of negative samples. The task is: Binary Classification. Given a miRNA mature sequence and a target amino acid sequence, predict their likelihood of interaction. (1) The miRNA is hsa-miR-4680-3p with sequence UCUGAAUUGUAAGAGUUGUUA. The protein sequence of the target gene is MKLSRQFTVFGSAIFCVVIFSLYLMLDRGHLDYPRGPRQEGSFPQGQLSILQEKIDHLERLLAENNEIISNIRDSVINLSESVEDGPRGSPGNASQGSIHLHSPQLALQADPRDCLFASQSGSQPRDVQMLDVYDLIPFDNPDGGVWKQGFDIKYEADEWDHEPLQVFVVPHSHNDPGWLKTFNDYFRDKTQYIFNNMVLKLKEDSSRKFMWSEISYLAKWWDIIDIPKKEAVKSLLQNGQLEIVTGGWVMPDEATPHYFALIDQLIEGHQWLEKNLGVKPRSGWAIDPFGHSPTMAYLL.... Result: 0 (no interaction). (2) The miRNA is hsa-miR-6847-3p with sequence GGCUCAUGUGUCUGUCCUCUUC. The protein sequence of the target gene is MAEPAPAVWPSAPDLTPAPGTPSEAAPPRDNWVYWAMLPPPPPPLSSPVAGSEQSRKGQPHVLPQPPSGALPPFDAQILPAAQPPFDAQAPPDAQSQFSGQQAWNLQASTPWYWGLSPNGFSTYHTSYQSPVTHSYFPRSHDAKFNLPQNRKQKTKKRKEPVFHFFCDTCDRGFKNQEKYDTHMSEHTKCPEVDCSFSAHEKIVQFHWRNMHAPGMKKIKLDTPEEIARWREERRKNYPTLANIERKKKLQLEKAKRGEVLTTTQYGKMKGMSRHSQMAKIRSPGKHHKWRRGGARQRAV.... Result: 0 (no interaction).